From a dataset of Full USPTO retrosynthesis dataset with 1.9M reactions from patents (1976-2016). Predict the reactants needed to synthesize the given product. (1) Given the product [OH:34][C:23]1[C:22](=[O:21])[N:11]([C:12]2[N:13]=[N:14][C:15]([CH3:18])=[CH:16][CH:17]=2)[CH:6]([C:5]2[CH:8]=[CH:9][CH:10]=[C:3]([O:2][CH3:1])[CH:4]=2)[C:24]=1[C:25](=[O:33])[C:26]1[CH:31]=[CH:30][C:29]([CH3:32])=[CH:28][CH:27]=1, predict the reactants needed to synthesize it. The reactants are: [CH3:1][O:2][C:3]1[CH:4]=[C:5]([CH:8]=[CH:9][CH:10]=1)[CH:6]=O.[NH2:11][C:12]1[N:13]=[N:14][C:15]([CH3:18])=[CH:16][CH:17]=1.C([O:21][C:22](=O)[C:23]([OH:34])=[CH:24][C:25](=[O:33])[C:26]1[CH:31]=[CH:30][C:29]([CH3:32])=[CH:28][CH:27]=1)C. (2) Given the product [C:10]1([C:16]2([C:23]3[CH:31]=[C:30]([O:32][CH2:33][C:34]4[CH:43]=[CH:42][C:41]5[C:36](=[CH:37][CH:38]=[CH:39][CH:40]=5)[N:35]=4)[CH:29]=[CH:28][C:24]=3[C:25]([NH:44][CH2:45][C:46]3[CH:47]=[N:48][CH:49]=[CH:50][CH:51]=3)=[O:26])[CH2:21][CH:19]3[CH2:18][CH:17]2[CH2:22][CH2:20]3)[CH:15]=[CH:14][CH:13]=[CH:12][CH:11]=1, predict the reactants needed to synthesize it. The reactants are: CCN(C(C)C)C(C)C.[C:10]1([C:16]2([C:23]3[CH:31]=[C:30]([O:32][CH2:33][C:34]4[CH:43]=[CH:42][C:41]5[C:36](=[CH:37][CH:38]=[CH:39][CH:40]=5)[N:35]=4)[CH:29]=[CH:28][C:24]=3[C:25](O)=[O:26])[CH2:21][CH:20]3[CH2:22][CH:17]2[CH2:18][CH2:19]3)[CH:15]=[CH:14][CH:13]=[CH:12][CH:11]=1.[NH2:44][CH2:45][C:46]1[CH:47]=[N:48][CH:49]=[CH:50][CH:51]=1.CN(C(ON1N=NC2C=CC=NC1=2)=[N+](C)C)C.F[P-](F)(F)(F)(F)F. (3) Given the product [OH:13][C:11]1[O:12][C:8]([CH:5]2[CH2:4][CH2:3][N:2]([C:15]3[N:20]=[CH:19][C:18]([B:21]([OH:23])[OH:22])=[CH:17][N:16]=3)[CH2:7][CH2:6]2)=[N:9][N:10]=1, predict the reactants needed to synthesize it. The reactants are: Cl.[NH:2]1[CH2:7][CH2:6][CH:5]([C:8]2[O:12][C:11]([OH:13])=[N:10][N:9]=2)[CH2:4][CH2:3]1.Cl[C:15]1[N:20]=[CH:19][C:18]([B:21]([OH:23])[OH:22])=[CH:17][N:16]=1. (4) Given the product [CH3:1][N:2]1[C:18]([C:19]2[S:20][CH:21]=[CH:22][CH:23]=2)=[C:5]2[CH2:6][NH:7][C@@H:8]([CH3:10])[CH2:9][C:4]2=[N:3]1, predict the reactants needed to synthesize it. The reactants are: [CH3:1][N:2]1[C:18]([C:19]2[S:20][CH:21]=[CH:22][CH:23]=2)=[C:5]2[CH2:6][N:7](C(OC(C)(C)C)=O)[C@@H:8]([CH3:10])[CH2:9][C:4]2=[N:3]1.Cl.O1CCOCC1.C(OCC)(=O)C. (5) Given the product [Cl:23][C:24]1[N:33]=[C:32]([C:16]2[CH:15]=[C:14]([N:11]3[CH2:12][CH2:13][N:8]([C:6]([O:5][C:1]([CH3:4])([CH3:3])[CH3:2])=[O:7])[CH2:9][CH2:10]3)[CH:19]=[CH:18][CH:17]=2)[C:31]2[C:26](=[CH:27][CH:28]=[C:29]([Cl:35])[CH:30]=2)[N:25]=1, predict the reactants needed to synthesize it. The reactants are: [C:1]([O:5][C:6]([N:8]1[CH2:13][CH2:12][N:11]([C:14]2[CH:15]=[C:16](B(O)O)[CH:17]=[CH:18][CH:19]=2)[CH2:10][CH2:9]1)=[O:7])([CH3:4])([CH3:3])[CH3:2].[Cl:23][C:24]1[N:33]=[C:32](Cl)[C:31]2[C:26](=[CH:27][CH:28]=[C:29]([Cl:35])[CH:30]=2)[N:25]=1.C(Cl)Cl.C(=O)([O-])[O-].[K+].[K+]. (6) Given the product [CH2:13]([N:14]1[CH2:15][CH2:8][CH2:7][CH2:6][CH:16]1[O:17][C:4]1[CH:9]=[CH:8][C:7]([N+:10]([O-:12])=[O:11])=[CH:6][CH:5]=1)[CH2:5][CH2:4][CH3:9], predict the reactants needed to synthesize it. The reactants are: [H-].[Na+].F[C:4]1[CH:9]=[CH:8][C:7]([N+:10]([O-:12])=[O:11])=[CH:6][CH:5]=1.[CH3:13][N:14]([CH:16]=[O:17])[CH3:15]. (7) Given the product [Br:13][CH2:11][C:10]([C:3]1[C:4]2[C:5](=[N:6][CH:7]=[CH:8][CH:9]=2)[NH:1][N:2]=1)=[O:12], predict the reactants needed to synthesize it. The reactants are: [NH:1]1[C:5]2=[N:6][CH:7]=[CH:8][CH:9]=[C:4]2[C:3]([C:10](=[O:12])[CH3:11])=[N:2]1.[Br:13]Br. (8) The reactants are: [CH3:1][CH:2]1[O:6][CH:5]([CH2:7]O)[CH2:4][CH2:3]1.CC(OI1(OC(C)=O)(OC(C)=O)OC(=O)C2C=CC=CC1=2)=O.[Cl:31][C:32]1[CH:33]=[N:34][CH:35]=[C:36]([Cl:49])[C:37]=1[CH:38]([O:41][Si:42]([CH2:47][CH3:48])([CH2:45][CH3:46])[CH2:43][CH3:44])[CH2:39][NH2:40].CC(O)=O.[BH-](OC(C)=O)(OC(C)=O)OC(C)=O.[Na+]. Given the product [Cl:31][C:32]1[CH:33]=[N:34][CH:35]=[C:36]([Cl:49])[C:37]=1[CH:38]([O:41][Si:42]([CH2:45][CH3:46])([CH2:47][CH3:48])[CH2:43][CH3:44])[CH2:39][NH:40][CH2:7][CH:5]1[CH2:4][CH2:3][CH:2]([CH3:1])[O:6]1, predict the reactants needed to synthesize it. (9) The reactants are: [N:1]([C:4]1[CH:9]=[CH:8][CH:7]=[CH:6][C:5]=1[O:10]C)=[C:2]=[O:3].[CH2:12]([NH2:14])[CH3:13].B(Br)(Br)Br. Given the product [CH2:12]([NH:14][C:2]([NH:1][C:4]1[CH:9]=[CH:8][CH:7]=[CH:6][C:5]=1[OH:10])=[O:3])[CH3:13], predict the reactants needed to synthesize it. (10) Given the product [NH2:14][C:13]1[CH:12]=[CH:11][C:7]([C:8]([NH2:10])=[O:9])=[CH:6][C:5]=1[O:4][CH3:3], predict the reactants needed to synthesize it. The reactants are: [BH4-].[Na+].[CH3:3][O:4][C:5]1[CH:6]=[C:7]([CH:11]=[CH:12][C:13]=1[N+:14]([O-])=O)[C:8]([NH2:10])=[O:9].O.